This data is from Forward reaction prediction with 1.9M reactions from USPTO patents (1976-2016). The task is: Predict the product of the given reaction. (1) Given the reactants [N:1]1[C:10]2[C:5](=[CH:6][CH:7]=[CH:8][CH:9]=2)[CH:4]=[CH:3][C:2]=1[CH2:11][O:12][C:13]1[CH:14]=[C:15]([CH:27]=[CH:28][CH:29]=1)[C:16]([NH:18][C:19]1[CH:20]=[C:21]([CH:24]=[CH:25][CH:26]=1)[C:22]#[N:23])=[O:17].[N-:30]=[N+:31]=[N-:32].[Na+].Cl.N1C=CC=CC=1.O, predict the reaction product. The product is: [N:1]1[C:10]2[C:5](=[CH:6][CH:7]=[CH:8][CH:9]=2)[CH:4]=[CH:3][C:2]=1[CH2:11][O:12][C:13]1[CH:14]=[C:15]([CH:27]=[CH:28][CH:29]=1)[C:16]([NH:18][C:19]1[CH:20]=[C:21]([C:22]2[NH:32][N:31]=[N:30][N:23]=2)[CH:24]=[CH:25][CH:26]=1)=[O:17]. (2) Given the reactants [C:1](Cl)(Cl)=[O:2].[C:5]1([C:11]2([C:18]3[CH:27]=[C:26]([O:28][CH2:29][C:30]4[CH:39]=[CH:38][C:37]5[C:32](=[CH:33][CH:34]=[CH:35][CH:36]=5)[N:31]=4)[CH:25]=[CH:24][C:19]=3[C:20]([NH:22][NH2:23])=[O:21])[CH2:16][CH:15]3[CH2:17][CH:12]2[CH2:13][CH2:14]3)[CH:10]=[CH:9][CH:8]=[CH:7][CH:6]=1.C(=O)(O)[O-].[Na+], predict the reaction product. The product is: [C:5]1([C:11]2([C:18]3[CH:27]=[C:26]([O:28][CH2:29][C:30]4[CH:39]=[CH:38][C:37]5[C:32](=[CH:33][CH:34]=[CH:35][CH:36]=5)[N:31]=4)[CH:25]=[CH:24][C:19]=3[C:20]3[O:21][C:1](=[O:2])[NH:23][N:22]=3)[CH2:16][CH:15]3[CH2:17][CH:12]2[CH2:13][CH2:14]3)[CH:10]=[CH:9][CH:8]=[CH:7][CH:6]=1. (3) Given the reactants [Cl:1][C:2]1[CH:7]=[CH:6][C:5]([C:8]2[CH:9]=[C:10]([NH2:20])[CH:11]=[N:12][C:13]=2[O:14][CH2:15][C:16]([F:19])([F:18])[F:17])=[CH:4][CH:3]=1.[O:21]=[C:22]([CH3:26])[C:23](O)=[O:24], predict the reaction product. The product is: [Cl:1][C:2]1[CH:3]=[CH:4][C:5]([C:8]2[CH:9]=[C:10]([NH:20][C:23](=[O:24])[C:22](=[O:21])[CH3:26])[CH:11]=[N:12][C:13]=2[O:14][CH2:15][C:16]([F:17])([F:18])[F:19])=[CH:6][CH:7]=1. (4) Given the reactants [NH2:1]C1C=C[C:5]([O:6]C2C=CC(C(C3C=CC(OC4C=CC(N)=CC=4)=CC=3)(C)C)=CC=2)=CC=1.[CH:32]1[C:37]([C:38]2[CH:43]=[CH:42][C:41]3[C:44]([O:46][C:47](=[O:48])[C:40]=3[CH:39]=2)=[O:45])=[CH:36][C:35]2[C:49](OC(=O)[C:34]=2C=1)=O.C1C(O[C:61]2[CH:66]=[CH:65][C:64]3[C:67]([O:69][C:70](=[O:71])[C:63]=3[CH:62]=2)=[O:68])=CC2C(O[C:75](=O)[C:56]=2C=1)=O.C[N:78]1[CH2:82][CH2:81][CH2:80][C:79]1=O, predict the reaction product. The product is: [CH3:49][C:35]1([CH3:34])[C:43]2[CH:42]=[C:41]([NH2:1])[CH:40]=[CH:39][C:38]=2[C:37]([C:79]2[CH:80]=[CH:81][C:82]([NH2:78])=[CH:56][CH:75]=2)([CH3:32])[CH2:36]1.[CH:43]1[C:38]([C:5]([C:61]2[CH:66]=[CH:65][C:64]3[C:67]([O:69][C:70](=[O:71])[C:63]=3[CH:62]=2)=[O:68])=[O:6])=[CH:39][C:40]2[C:47]([O:46][C:44](=[O:45])[C:41]=2[CH:42]=1)=[O:48]. (5) Given the reactants Br[C:2]1[O:6][C:5]([N:7]2[CH2:11][C@:10]3([CH:16]4[CH2:17][CH2:18][N:13]([CH2:14][CH2:15]4)[CH2:12]3)[O:9][C:8]2=[O:19])=[CH:4][CH:3]=1.[C:20]1(B(O)O)[CH:25]=[CH:24][CH:23]=[CH:22][CH:21]=1, predict the reaction product. The product is: [C:20]1([C:2]2[O:6][C:5]([N:7]3[CH2:11][C@:10]4([CH:16]5[CH2:17][CH2:18][N:13]([CH2:14][CH2:15]5)[CH2:12]4)[O:9][C:8]3=[O:19])=[CH:4][CH:3]=2)[CH:25]=[CH:24][CH:23]=[CH:22][CH:21]=1.